From a dataset of Reaction yield outcomes from USPTO patents with 853,638 reactions. Predict the reaction yield, written as a fraction of the theoretical maximum amount of product (1.0 means a 100% yield; for example, 0.34 means a 34% yield). The reactants are [N:1]1[CH:6]=[CH:5][CH:4]=[CH:3][C:2]=1[C:7]#[C:8][CH2:9][CH2:10][NH2:11].Cl[C:13]1[S:14][C:15]2[CH:21]=[CH:20][CH:19]=[CH:18][C:16]=2[N:17]=1.CCN(C(C)C)C(C)C. The catalyst is CN(C=O)C. The product is [N:1]1[CH:6]=[CH:5][CH:4]=[CH:3][C:2]=1[C:7]#[C:8][CH2:9][CH2:10][NH:11][C:13]1[S:14][C:15]2[CH:21]=[CH:20][CH:19]=[CH:18][C:16]=2[N:17]=1. The yield is 0.950.